This data is from Full USPTO retrosynthesis dataset with 1.9M reactions from patents (1976-2016). The task is: Predict the reactants needed to synthesize the given product. The reactants are: Br.[OH:2][C:3]1[CH:4]=[N:5][C:6]2[CH:7]=[CH:8][N:9]([CH:14]([CH3:18])[C:15]([OH:17])=[O:16])[C:10](=[O:13])[C:11]=2[CH:12]=1.C(=O)([O-])[O-].[Cs+].[Cs+].FC(F)(F)S(O[CH2:31][C:32]([F:35])([F:34])[F:33])(=O)=O.CN(C)C=O.[ClH:43]. Given the product [ClH:43].[O:13]=[C:10]1[N:9]([CH:14]([CH3:18])[C:15]([OH:17])=[O:16])[CH:8]=[CH:7][C:6]2[N:5]=[CH:4][C:3]([O:2][CH2:31][C:32]([F:35])([F:34])[F:33])=[CH:12][C:11]1=2, predict the reactants needed to synthesize it.